Dataset: Full USPTO retrosynthesis dataset with 1.9M reactions from patents (1976-2016). Task: Predict the reactants needed to synthesize the given product. (1) Given the product [Cl:1][C:2]1[CH:7]=[C:6]([Cl:8])[CH:5]=[CH:4][C:3]=1[C:9]1[N:13]2[N:14]=[C:15]([CH3:37])[CH:16]=[C:17]([NH:18][C@H:19]3[C@@H:23]([O:24][CH2:25][CH3:26])[CH2:22][NH:21][CH2:20]3)[C:12]2=[CH:11][C:10]=1[CH3:38], predict the reactants needed to synthesize it. The reactants are: [Cl:1][C:2]1[CH:7]=[C:6]([Cl:8])[CH:5]=[CH:4][C:3]=1[C:9]1[N:13]2[N:14]=[C:15]([CH3:37])[CH:16]=[C:17]([NH:18][C@H:19]3[C@@H:23]([O:24][CH2:25][CH3:26])[CH2:22][N:21](C(OCC4C=CC=CC=4)=O)[CH2:20]3)[C:12]2=[CH:11][C:10]=1[CH3:38].C(N(CC)CC)C.C([SiH](CC)CC)C.FC(F)(F)C(O)=O.[OH-].[Na+]. (2) Given the product [C:12]([O:11][C:10](=[O:16])[NH:1][C:2]1[CH:3]=[CH:4][C:5]([CH3:9])=[CH:6][C:7]=1[OH:8])([CH3:15])([CH3:14])[CH3:13], predict the reactants needed to synthesize it. The reactants are: [NH2:1][C:2]1[CH:3]=[CH:4][C:5]([CH3:9])=[CH:6][C:7]=1[OH:8].[C:10](=O)([O:16]C(C)(C)C)[O:11][C:12]([CH3:15])([CH3:14])[CH3:13]. (3) Given the product [CH3:30][C:19]1([CH3:31])[NH:20][CH2:21][CH2:22][C:17]([C:15]2[NH:14][C:10]3=[N:11][CH:12]=[CH:13][C:8]([C:6]4[CH:7]=[C:2]([F:1])[CH:3]=[CH:4][C:5]=4[O:32][CH3:33])=[C:9]3[CH:16]=2)=[CH:18]1, predict the reactants needed to synthesize it. The reactants are: [F:1][C:2]1[CH:3]=[CH:4][C:5]([O:32][CH3:33])=[C:6]([C:8]2[CH:13]=[CH:12][N:11]=[C:10]3[NH:14][C:15]([C:17]4[CH2:22][CH2:21][N:20](C(OC(C)(C)C)=O)[C:19]([CH3:31])([CH3:30])[CH:18]=4)=[CH:16][C:9]=23)[CH:7]=1.FC(F)(F)C(O)=O.Cl. (4) Given the product [ClH:45].[NH2:32][C@H:24]([CH2:25][C:26]1[CH:31]=[CH:30][CH:29]=[CH:28][CH:27]=1)[C:23]([N:20]1[CH2:21][CH2:22][CH:17]([N:15]2[C:14](=[O:41])[C@@H:13]3[CH2:42][CH2:43][CH2:44][C@@H:12]3[C:11]([C:5]3[CH:6]=[CH:7][C:8]([O:9][CH3:10])=[C:3]([O:2][CH3:1])[CH:4]=3)=[N:16]2)[CH2:18][CH2:19]1)=[O:40], predict the reactants needed to synthesize it. The reactants are: [CH3:1][O:2][C:3]1[CH:4]=[C:5]([C:11]2[C@H:12]3[CH2:44][CH2:43][CH2:42][C@H:13]3[C:14](=[O:41])[N:15]([CH:17]3[CH2:22][CH2:21][N:20]([C:23](=[O:40])[C@H:24]([NH:32]C(=O)OC(C)(C)C)[CH2:25][C:26]4[CH:31]=[CH:30][CH:29]=[CH:28][CH:27]=4)[CH2:19][CH2:18]3)[N:16]=2)[CH:6]=[CH:7][C:8]=1[O:9][CH3:10].[ClH:45].